From a dataset of Reaction yield outcomes from USPTO patents with 853,638 reactions. Predict the reaction yield, written as a fraction of the theoretical maximum amount of product (1.0 means a 100% yield; for example, 0.34 means a 34% yield). (1) The reactants are [CH3:1][C:2](=[CH2:9])[CH2:3]CS([O-])(=O)=O.[NH2:10][CH2:11][C@@H:12]([OH:14])[CH3:13].C(N(CC)CC)C.[C:22](O[C:22]([O:24][C:25]([CH3:28])([CH3:27])[CH3:26])=[O:23])([O:24][C:25]([CH3:28])([CH3:27])[CH3:26])=[O:23]. The catalyst is O1CCCC1.ClCCl.O. The product is [OH:14][C@@H:12]([CH3:13])[CH2:11][N:10]([CH2:3][C:2]([CH3:1])=[CH2:9])[C:22](=[O:23])[O:24][C:25]([CH3:28])([CH3:27])[CH3:26]. The yield is 0.670. (2) The reactants are C(=O)([O-])O.[Na+].[NH2:6][CH2:7][CH2:8][CH2:9][CH2:10][C:11]1[CH:19]=[CH:18][C:14]([C:15]([OH:17])=[O:16])=[CH:13][CH:12]=1.O.Cl[C:22]([O:24][CH2:25][C:26]1[CH:31]=[CH:30][CH:29]=[CH:28][CH:27]=1)=[O:23]. The catalyst is C1COCC1. The product is [CH2:25]([O:24][C:22]([NH:6][CH2:7][CH2:8][CH2:9][CH2:10][C:11]1[CH:19]=[CH:18][C:14]([C:15]([OH:17])=[O:16])=[CH:13][CH:12]=1)=[O:23])[C:26]1[CH:31]=[CH:30][CH:29]=[CH:28][CH:27]=1. The yield is 0.980.